Dataset: NCI-60 drug combinations with 297,098 pairs across 59 cell lines. Task: Regression. Given two drug SMILES strings and cell line genomic features, predict the synergy score measuring deviation from expected non-interaction effect. (1) Drug 1: CCC1=C2CN3C(=CC4=C(C3=O)COC(=O)C4(CC)O)C2=NC5=C1C=C(C=C5)O. Drug 2: CC1C(C(CC(O1)OC2CC(CC3=C2C(=C4C(=C3O)C(=O)C5=CC=CC=C5C4=O)O)(C(=O)C)O)N)O. Cell line: BT-549. Synergy scores: CSS=49.3, Synergy_ZIP=4.30, Synergy_Bliss=4.15, Synergy_Loewe=8.12, Synergy_HSA=9.18. (2) Drug 1: CC1=C(C(=CC=C1)Cl)NC(=O)C2=CN=C(S2)NC3=CC(=NC(=N3)C)N4CCN(CC4)CCO. Drug 2: C(=O)(N)NO. Cell line: M14. Synergy scores: CSS=8.48, Synergy_ZIP=-3.03, Synergy_Bliss=-0.974, Synergy_Loewe=-14.4, Synergy_HSA=-2.48. (3) Drug 1: CCCCC(=O)OCC(=O)C1(CC(C2=C(C1)C(=C3C(=C2O)C(=O)C4=C(C3=O)C=CC=C4OC)O)OC5CC(C(C(O5)C)O)NC(=O)C(F)(F)F)O. Drug 2: CC12CCC3C(C1CCC2O)C(CC4=C3C=CC(=C4)O)CCCCCCCCCS(=O)CCCC(C(F)(F)F)(F)F. Cell line: MCF7. Synergy scores: CSS=27.0, Synergy_ZIP=-3.37, Synergy_Bliss=-5.31, Synergy_Loewe=-2.23, Synergy_HSA=-2.02. (4) Drug 1: C1=CN(C=N1)CC(O)(P(=O)(O)O)P(=O)(O)O. Drug 2: C1CNP(=O)(OC1)N(CCCl)CCCl. Cell line: HCT116. Synergy scores: CSS=-7.72, Synergy_ZIP=2.35, Synergy_Bliss=-1.42, Synergy_Loewe=-3.93, Synergy_HSA=-5.34.